This data is from Reaction yield outcomes from USPTO patents with 853,638 reactions. The task is: Predict the reaction yield, written as a fraction of the theoretical maximum amount of product (1.0 means a 100% yield; for example, 0.34 means a 34% yield). The reactants are [CH3:1][N:2]1[CH2:7][CH2:6][N:5]([C:8]2[C:13]([N+:14]([O-])=O)=[C:12]([NH2:17])[CH:11]=[CH:10][N:9]=2)[CH2:4][CH2:3]1. The catalyst is CO.[Pd]. The product is [CH3:1][N:2]1[CH2:7][CH2:6][N:5]([C:8]2[C:13]([NH2:14])=[C:12]([NH2:17])[CH:11]=[CH:10][N:9]=2)[CH2:4][CH2:3]1. The yield is 0.896.